From a dataset of Reaction yield outcomes from USPTO patents with 853,638 reactions. Predict the reaction yield, written as a fraction of the theoretical maximum amount of product (1.0 means a 100% yield; for example, 0.34 means a 34% yield). The reactants are [C:1]1([C:7]([OH:9])=[O:8])([C:4](O)=[O:5])[CH2:3][CH2:2]1.C(N(CC)CC)C.S(Cl)(Cl)=O.[CH2:21]([NH2:28])[C:22]1[CH:27]=[CH:26][CH:25]=[CH:24][CH:23]=1. The catalyst is C1COCC1.C(OCC)(=O)C. The product is [CH2:21]([NH:28][C:4]([C:1]1([C:7]([OH:9])=[O:8])[CH2:3][CH2:2]1)=[O:5])[C:22]1[CH:27]=[CH:26][CH:25]=[CH:24][CH:23]=1. The yield is 0.521.